Task: Predict the reactants needed to synthesize the given product.. Dataset: Full USPTO retrosynthesis dataset with 1.9M reactions from patents (1976-2016) (1) Given the product [NH:5]1[C:6]2[C:7](=[CH:10][CH:9]=[CH:13][CH:8]=2)[CH:4]=[CH:3]1, predict the reactants needed to synthesize it. The reactants are: [Li+].C[CH:3]([N-:5][CH:6]([CH3:8])[CH3:7])[CH3:4].[CH2:9]1[CH2:13]OC[CH2:10]1.C(#N)C(C)=O. (2) Given the product [Cl:1][C:2]1[N:7]=[N:6][C:5]([NH2:10])=[CH:4][C:3]=1[CH3:22], predict the reactants needed to synthesize it. The reactants are: [Cl:1][C:2]1[CH:3]=[CH:4][C:5]2[N:6](C(C3C=CC(N(C)C)=CC=3)=C[N:10]=2)[N:7]=1.[OH-].[NH4+].[CH2:22](O)C. (3) The reactants are: [CH:1]1[C:13]2[CH:12]([CH2:14][CH2:15]O)[C:11]3[C:6](=[CH:7][CH:8]=[CH:9][CH:10]=3)[C:5]=2[CH:4]=[CH:3][CH:2]=1.C([Li])CCC.C(S(F)(=O)=O)(F)(F)F.[CH:30]1([Li])[C:38]2[C:33](=[CH:34][CH:35]=[CH:36][CH:37]=2)[CH:32]=[CH:31]1. Given the product [CH:1]1[C:13]2[CH:12]([CH2:14][CH2:15][CH:30]3[C:38]4[C:33](=[CH:34][CH:35]=[CH:36][CH:37]=4)[CH:32]=[CH:31]3)[C:11]3[C:6](=[CH:7][CH:8]=[CH:9][CH:10]=3)[C:5]=2[CH:4]=[CH:3][CH:2]=1, predict the reactants needed to synthesize it. (4) Given the product [CH3:21][O:22][C:23](=[O:28])[C@H:24]([CH2:26][OH:27])[NH:25][C:10](=[O:12])[CH2:9][C:4]1[CH:5]=[C:6]([F:8])[CH:7]=[C:2]([F:1])[CH:3]=1, predict the reactants needed to synthesize it. The reactants are: [F:1][C:2]1[CH:3]=[C:4]([CH2:9][C:10]([OH:12])=O)[CH:5]=[C:6]([F:8])[CH:7]=1.CN1CCOCC1.Cl.[CH3:21][O:22][C:23](=[O:28])[C@H:24]([CH2:26][OH:27])[NH2:25].C(Cl)(Cl)Cl. (5) Given the product [CH3:27][C:19]1[CH:18]=[CH:17][C:16]([C:14]([N:11]2[CH2:12][CH2:13][CH:8]([C:5]3[CH:6]=[CH:7][C:2]([C:33]4[S:34][CH:35]=[CH:36][N:37]=4)=[CH:3][CH:4]=3)[CH2:9][CH2:10]2)=[O:15])=[CH:21][C:20]=1[NH:22][S:23]([CH3:26])(=[O:25])=[O:24], predict the reactants needed to synthesize it. The reactants are: Br[C:2]1[CH:7]=[CH:6][C:5]([CH:8]2[CH2:13][CH2:12][N:11]([C:14]([C:16]3[CH:17]=[CH:18][C:19]([CH3:27])=[C:20]([NH:22][S:23]([CH3:26])(=[O:25])=[O:24])[CH:21]=3)=[O:15])[CH2:10][CH2:9]2)=[CH:4][CH:3]=1.C([Sn](CCCC)(CCCC)[C:33]1[S:34][CH:35]=[CH:36][N:37]=1)CCC.